Dataset: Catalyst prediction with 721,799 reactions and 888 catalyst types from USPTO. Task: Predict which catalyst facilitates the given reaction. (1) Reactant: [CH3:1][C:2](=[N:4][OH:5])[CH3:3].[CH3:6][S:7]([O:10][C:11]1[CH:16]=[CH:15][CH:14]=[CH:13][C:12]=1[CH:17]1[O:21][N:20]=[C:19]([C:22]2[N:23]=[C:24]([CH:27]3[CH2:32][CH2:31][N:30]([C:33](=[O:36])[CH2:34]Cl)[CH2:29][CH2:28]3)[S:25][CH:26]=2)[CH2:18]1)(=[O:9])=[O:8].C(=O)([O-])[O-].[Cs+].[Cs+]. Product: [CH3:6][S:7]([O:10][C:11]1[CH:16]=[CH:15][CH:14]=[CH:13][C:12]=1[CH:17]1[O:21][N:20]=[C:19]([C:22]2[N:23]=[C:24]([CH:27]3[CH2:32][CH2:31][N:30]([C:33](=[O:36])[CH2:34][O:5][N:4]=[C:2]([CH3:3])[CH3:1])[CH2:29][CH2:28]3)[S:25][CH:26]=2)[CH2:18]1)(=[O:9])=[O:8]. The catalyst class is: 9. (2) Reactant: C([O:8][C:9]1[C:10](=[O:29])[N:11]([CH3:28])[CH:12]=[C:13]([C:16]2[CH:17]=[C:18]([C:22]3[CH:27]=[CH:26][CH:25]=[CH:24][CH:23]=3)[CH:19]=[CH:20][CH:21]=2)[C:14]=1[F:15])C1C=CC=CC=1.C(S)C.B(F)(F)F.CCOCC. Product: [C:18]1([C:22]2[CH:27]=[CH:26][CH:25]=[CH:24][CH:23]=2)[CH:19]=[CH:20][CH:21]=[C:16]([C:13]2[C:14]([F:15])=[C:9]([OH:8])[C:10](=[O:29])[N:11]([CH3:28])[CH:12]=2)[CH:17]=1. The catalyst class is: 61. (3) Reactant: [C:1]([O:5][C:6]([N:8]1[CH2:13][CH2:12][CH:11]([O:14][C:15]2[CH:16]=[CH:17][C:18]3[C:30](=[O:31])[C:29]4[C:28]5[C:23](=[CH:24][CH:25]=[C:26]([N+:32]([O-])=O)[CH:27]=5)[NH:22][C:21]=4[C:20]([CH3:36])([CH3:35])[C:19]=3[CH:37]=2)[CH2:10][CH2:9]1)=[O:7])([CH3:4])([CH3:3])[CH3:2].[Cl-].[NH4+]. Product: [C:1]([O:5][C:6]([N:8]1[CH2:13][CH2:12][CH:11]([O:14][C:15]2[CH:16]=[CH:17][C:18]3[C:30](=[O:31])[C:29]4[C:28]5[C:23](=[CH:24][CH:25]=[C:26]([NH2:32])[CH:27]=5)[NH:22][C:21]=4[C:20]([CH3:36])([CH3:35])[C:19]=3[CH:37]=2)[CH2:10][CH2:9]1)=[O:7])([CH3:4])([CH3:2])[CH3:3]. The catalyst class is: 679. (4) Reactant: [NH:1]1[C:5]([NH2:6])=[N:4][N:3]=[N:2]1.N1C=CC=CC=1.Cl[C:14]([O:16][CH2:17][C:18]([Cl:21])([Cl:20])[Cl:19])=[O:15].O. Product: [NH:1]1[C:5]([NH:6][C:14](=[O:15])[O:16][CH2:17][C:18]([Cl:21])([Cl:20])[Cl:19])=[N:4][N:3]=[N:2]1. The catalyst class is: 7.